From a dataset of Reaction yield outcomes from USPTO patents with 853,638 reactions. Predict the reaction yield, written as a fraction of the theoretical maximum amount of product (1.0 means a 100% yield; for example, 0.34 means a 34% yield). The reactants are Br[C:2]1[CH:7]=[CH:6][C:5]([CH3:8])=[CH:4][CH:3]=1.[C:9]1([CH2:15][CH2:16][NH2:17])[CH2:14][CH2:13][CH2:12][CH2:11][CH:10]=1. No catalyst specified. The product is [CH3:8][C:5]1[CH:6]=[CH:7][C:2]([NH:17][CH2:16][CH2:15][C:9]2[CH2:14][CH2:13][CH2:12][CH2:11][CH:10]=2)=[CH:3][CH:4]=1. The yield is 0.950.